This data is from Reaction yield outcomes from USPTO patents with 853,638 reactions. The task is: Predict the reaction yield, written as a fraction of the theoretical maximum amount of product (1.0 means a 100% yield; for example, 0.34 means a 34% yield). (1) The reactants are [NH2:1][C:2]1[C:11]2[C:6](=[C:7](Br)[CH:8]=[CH:9][CH:10]=2)[N:5]=[N:4][C:3]=1[C:13]([NH:15][CH2:16][CH2:17][CH3:18])=[O:14].[F:19][C:20]1[CH:25]=[CH:24][C:23]([O:26][CH3:27])=[CH:22][C:21]=1B(O)O. No catalyst specified. The product is [NH2:1][C:2]1[C:11]2[C:6](=[C:7]([C:21]3[CH:22]=[C:23]([O:26][CH3:27])[CH:24]=[CH:25][C:20]=3[F:19])[CH:8]=[CH:9][CH:10]=2)[N:5]=[N:4][C:3]=1[C:13]([NH:15][CH2:16][CH2:17][CH3:18])=[O:14]. The yield is 0.830. (2) The reactants are [CH2:1]([O:8][NH:9][C@H:10]1[CH2:15][NH:14][C@H:13]([C:16]([O:18][C:19]([CH3:22])([CH3:21])[CH3:20])=[O:17])[CH2:12][CH2:11]1)[C:2]1[CH:7]=[CH:6][CH:5]=[CH:4][CH:3]=1.C(N(CC)CC)C.[O:30]=[C:31](Cl)OC(Cl)(Cl)Cl. The catalyst is C(#N)C.CN(C)C1C=CN=CC=1. The product is [CH2:1]([O:8][N:9]1[C:31](=[O:30])[N:14]2[CH2:15][C@H:10]1[CH2:11][CH2:12][C@H:13]2[C:16]([O:18][C:19]([CH3:22])([CH3:21])[CH3:20])=[O:17])[C:2]1[CH:3]=[CH:4][CH:5]=[CH:6][CH:7]=1. The yield is 0.690. (3) The reactants are [CH:1]([C:4]1[N:8]=[C:7]([N:9]2[CH2:14][CH2:13][CH:12]([O:15][C:16]3[S:17][C:18]4[CH:24]=[C:23]([C:25]5[CH2:30][CH2:29][N:28](C(OC(C)(C)C)=O)[CH2:27][CH:26]=5)[CH:22]=[CH:21][C:19]=4[N:20]=3)[CH2:11][CH2:10]2)[O:6][N:5]=1)([CH3:3])[CH3:2].C(O)(C(F)(F)F)=O. The catalyst is C(Cl)Cl. The product is [CH:1]([C:4]1[N:8]=[C:7]([N:9]2[CH2:14][CH2:13][CH:12]([O:15][C:16]3[S:17][C:18]4[CH:24]=[C:23]([C:25]5[CH2:30][CH2:29][NH:28][CH2:27][CH:26]=5)[CH:22]=[CH:21][C:19]=4[N:20]=3)[CH2:11][CH2:10]2)[O:6][N:5]=1)([CH3:3])[CH3:2]. The yield is 0.990. (4) The reactants are [CH:1]1([NH:4][C:5]2[N:10]3[N:11]=[C:12]([C:17]4[CH:22]=[CH:21][C:20]([O:23][CH3:24])=[CH:19][CH:18]=4)[C:13]([C:14](=[O:16])[CH3:15])=[C:9]3[CH:8]=[CH:7][CH:6]=2)[CH2:3][CH2:2]1.C(O[CH:30](OC(C)(C)C)[N:31]([CH3:33])[CH3:32])(C)(C)C. The catalyst is O. The product is [CH:1]1([NH:4][C:5]2[N:10]3[N:11]=[C:12]([C:17]4[CH:18]=[CH:19][C:20]([O:23][CH3:24])=[CH:21][CH:22]=4)[C:13]([C:14](=[O:16])/[CH:15]=[CH:30]/[N:31]([CH3:33])[CH3:32])=[C:9]3[CH:8]=[CH:7][CH:6]=2)[CH2:3][CH2:2]1. The yield is 0.830. (5) The reactants are Cl.Cl.[C:3]([C:7]1[CH:12]=[CH:11][CH:10]=[CH:9][C:8]=1[N:13]1[CH2:18][CH2:17][NH:16][CH2:15][CH2:14]1)([CH3:6])([CH3:5])[CH3:4].[O:19]=[C:20]1[N:25]2[CH:26]=[CH:27][S:28][C:24]2=[N:23][CH:22]=[C:21]1[C:29](O)=[O:30].Cl.C(N=C=NCCCN(C)C)C.O.ON1C2C=CC=CC=2N=N1. The catalyst is O.CN(C)C=O.C(N(CC)CC)C. The product is [C:3]([C:7]1[CH:12]=[CH:11][CH:10]=[CH:9][C:8]=1[N:13]1[CH2:18][CH2:17][N:16]([C:29]([C:21]2[C:20](=[O:19])[N:25]3[CH:26]=[CH:27][S:28][C:24]3=[N:23][CH:22]=2)=[O:30])[CH2:15][CH2:14]1)([CH3:6])([CH3:4])[CH3:5]. The yield is 0.470. (6) The reactants are [CH3:1][C@:2]12[C@@:19]3([CH3:20])[C@@H:10]([C@:11]4([CH3:31])[C@@H:16]([CH2:17][CH2:18]3)[C:15]([CH3:22])([CH3:21])[C:14](OS(C(F)(F)F)(=O)=O)=[CH:13][CH2:12]4)[CH2:9][CH2:8][CH:7]1[C@H:6]1[C@H:32]([C:35]([CH3:37])=[CH2:36])[CH2:33][CH2:34][C@:5]1([C:38]([O:40][CH2:41][C:42]1[CH:47]=[CH:46][CH:45]=[CH:44][CH:43]=1)=[O:39])[CH2:4][CH2:3]2.CC(O)C.O.C(=O)([O-])[O-].[Na+].[Na+].[CH3:59][O:60][C:61]([C:63]1[CH:68]=[CH:67][C:66](B(O)O)=[CH:65][CH:64]=1)=[O:62]. The catalyst is O1CCOCC1.C1C=CC([P]([Pd]([P](C2C=CC=CC=2)(C2C=CC=CC=2)C2C=CC=CC=2)([P](C2C=CC=CC=2)(C2C=CC=CC=2)C2C=CC=CC=2)[P](C2C=CC=CC=2)(C2C=CC=CC=2)C2C=CC=CC=2)(C2C=CC=CC=2)C2C=CC=CC=2)=CC=1.O. The product is [CH3:59][O:60][C:61]([C:63]1[CH:68]=[CH:67][C:66]([C:14]2[C:15]([CH3:22])([CH3:21])[C@H:16]3[C@:11]([CH3:31])([CH2:12][CH:13]=2)[C@@H:10]2[C@:19]([CH3:20])([C@@:2]4([CH3:1])[C@H:7]([CH2:8][CH2:9]2)[C@H:6]2[C@H:32]([C:35]([CH3:37])=[CH2:36])[CH2:33][CH2:34][C@:5]2([C:38]([O:40][CH2:41][C:42]2[CH:47]=[CH:46][CH:45]=[CH:44][CH:43]=2)=[O:39])[CH2:4][CH2:3]4)[CH2:18][CH2:17]3)=[CH:65][CH:64]=1)=[O:62]. The yield is 0.684.